This data is from Forward reaction prediction with 1.9M reactions from USPTO patents (1976-2016). The task is: Predict the product of the given reaction. (1) Given the reactants Cl.Cl.[NH2:3][C:4]1[C:36]([CH3:37])=[CH:35][C:7]([O:8][C:9]2[CH:10]=[CH:11][C:12]3[N:16]=[C:15]([CH2:17][O:18][C:19]4[CH:32]=[CH:31][C:22]([CH2:23][CH:24]5[S:28][C:27](=[O:29])[NH:26][C:25]5=[O:30])=[CH:21][CH:20]=4)[N:14]([CH3:33])[C:13]=3[CH:34]=2)=[CH:6][C:5]=1[CH3:38].[Cl:39][C:40]1[CH:45]=[CH:44][C:43]([N:46]=[C:47]=[S:48])=[CH:42][CH:41]=1.C(N(CC)CC)C, predict the reaction product. The product is: [Cl:39][C:40]1[CH:45]=[CH:44][C:43]([NH:46][C:47]([NH:3][C:4]2[C:5]([CH3:38])=[CH:6][C:7]([O:8][C:9]3[CH:10]=[CH:11][C:12]4[N:16]=[C:15]([CH2:17][O:18][C:19]5[CH:20]=[CH:21][C:22]([CH2:23][CH:24]6[S:28][C:27](=[O:29])[NH:26][C:25]6=[O:30])=[CH:31][CH:32]=5)[N:14]([CH3:33])[C:13]=4[CH:34]=3)=[CH:35][C:36]=2[CH3:37])=[S:48])=[CH:42][CH:41]=1. (2) Given the reactants Br[C:2]1[CH:3]=[C:4]2[C:9](=[CH:10][CH:11]=1)[N:8]=[CH:7][C:6]([C:12]([CH:14]1[CH2:16][CH2:15]1)=[O:13])=[C:5]2[NH:17][C:18]1[CH:19]=[N:20][N:21]([C@H:23]2[CH2:28][CH2:27][C@H:26]([NH:29][CH3:30])[CH2:25][CH2:24]2)[CH:22]=1.[Cl:31][C:32]1[CH:37]=[C:36](B2OC(C)(C)C(C)(C)O2)[CH:35]=[C:34]([Cl:47])[C:33]=1[OH:48], predict the reaction product. The product is: [CH:14]1([C:12]([C:6]2[CH:7]=[N:8][C:9]3[C:4]([C:5]=2[NH:17][C:18]2[CH:19]=[N:20][N:21]([C@H:23]4[CH2:28][CH2:27][C@H:26]([NH:29][CH3:30])[CH2:25][CH2:24]4)[CH:22]=2)=[CH:3][C:2]([C:36]2[CH:37]=[C:32]([Cl:31])[C:33]([OH:48])=[C:34]([Cl:47])[CH:35]=2)=[CH:11][CH:10]=3)=[O:13])[CH2:15][CH2:16]1. (3) The product is: [CH2:1]([C@@:4]1([CH2:37][OH:38])[CH2:9][C@H:8]([C:10]2[CH:15]=[CH:14][CH:13]=[C:12]([Cl:16])[CH:11]=2)[C@@H:7]([C:17]2[CH:22]=[CH:21][C:20]([Cl:23])=[CH:19][CH:18]=2)[N:6]([C@@H:24]([CH2:34][CH3:35])[CH2:25][N:26]([CH3:33])[S:27]([CH:30]2[CH2:32][CH2:31]2)(=[O:28])=[O:29])[C:5]1=[O:36])[CH:2]=[CH2:3]. Given the reactants [CH2:1]([C@@:4]1([CH2:37][O:38]CC[Si](C)(C)C)[CH2:9][C@H:8]([C:10]2[CH:15]=[CH:14][CH:13]=[C:12]([Cl:16])[CH:11]=2)[C@@H:7]([C:17]2[CH:22]=[CH:21][C:20]([Cl:23])=[CH:19][CH:18]=2)[N:6]([C@@H:24]([CH2:34][CH3:35])[CH2:25][N:26]([CH3:33])[S:27]([CH:30]2[CH2:32][CH2:31]2)(=[O:29])=[O:28])[C:5]1=[O:36])[CH:2]=[CH2:3].B(F)(F)F, predict the reaction product. (4) Given the reactants [CH2:1]([O:8][C:9]([N:11]1[CH2:18][C@@H:17]2[C@@:13]([NH:20][C:21]([O:23][C:24]([CH3:27])([CH3:26])[CH3:25])=[O:22])([CH2:14][C:15](=[CH2:19])[CH2:16]2)[CH2:12]1)=[O:10])[C:2]1[CH:7]=[CH:6][CH:5]=[CH:4][CH:3]=1.[N+](=[CH2:30])=[N-], predict the reaction product. The product is: [CH2:1]([O:8][C:9]([N:11]1[CH2:18][C@@H:17]2[C@@:13]([NH:20][C:21]([O:23][C:24]([CH3:27])([CH3:26])[CH3:25])=[O:22])([CH2:14][C:15]3([CH2:16]2)[CH2:30][CH2:19]3)[CH2:12]1)=[O:10])[C:2]1[CH:3]=[CH:4][CH:5]=[CH:6][CH:7]=1. (5) Given the reactants [CH3:1][O:2][C:3]([C:5]1[CH:13]=[C:12]2[C:8]([CH:9]=[CH:10][NH:11]2)=[CH:7][CH:6]=1)=[O:4].[CH3:14][O:15][C:16]1[CH:23]=[CH:22][C:19]([CH2:20]Br)=[CH:18][CH:17]=1.[H-].[Na+], predict the reaction product. The product is: [CH3:1][O:2][C:3]([C:5]1[CH:13]=[C:12]2[C:8]([CH:9]=[CH:10][N:11]2[CH2:20][C:19]2[CH:22]=[CH:23][C:16]([O:15][CH3:14])=[CH:17][CH:18]=2)=[CH:7][CH:6]=1)=[O:4]. (6) Given the reactants S(C1C=CC(C)=CC=1)(O)(=O)=O.[CH:12]12[CH2:27][CH:23]([CH2:24][NH:25][CH2:26]1)[C:22]1[CH:21]=[C:20]3[C:15]([N:16]=[CH:17][CH:18]=[N:19]3)=[CH:14][C:13]2=1.C(=O)(O)[O-].[Na+], predict the reaction product. The product is: [CH:23]12[CH2:27][CH:12]([CH2:26][NH:25][CH2:24]1)[C:13]1[CH:14]=[C:15]3[C:20]([N:19]=[CH:18][CH:17]=[N:16]3)=[CH:21][C:22]2=1. (7) Given the reactants [NH2:1][C:2]1[N:7]=[CH:6][N:5]=[C:4]2[N:8]([CH:12]([C:14]3[O:15][C:16]4[C:21]([C:22](=[O:30])[C:23]=3[C:24]3[CH:29]=[CH:28][CH:27]=[CH:26][CH:25]=3)=[CH:20][CH:19]=[CH:18][CH:17]=4)[CH3:13])[N:9]=[C:10](I)[C:3]=12.[NH:31]1[C:39]2[C:34](=[CH:35][CH:36]=[C:37](B3OC(C)(C)C(C)(C)O3)[CH:38]=2)[CH:33]=[N:32]1.C(=O)([O-])[O-].[Na+].[Na+].ClCCl, predict the reaction product. The product is: [NH2:1][C:2]1[N:7]=[CH:6][N:5]=[C:4]2[N:8]([CH:12]([C:14]3[O:15][C:16]4[C:21]([C:22](=[O:30])[C:23]=3[C:24]3[CH:29]=[CH:28][CH:27]=[CH:26][CH:25]=3)=[CH:20][CH:19]=[CH:18][CH:17]=4)[CH3:13])[N:9]=[C:10]([C:37]3[CH:38]=[C:39]4[C:34]([CH:33]=[N:32][NH:31]4)=[CH:35][CH:36]=3)[C:3]=12. (8) Given the reactants [NH2:1][C:2]1[C:7]2[N:8]([C:11]3[CH:16]=[CH:15][CH:14]=[CH:13][CH:12]=3)[CH:9]=[N:10][C:6]=2[CH:5]=[C:4]([C:17]([F:20])([F:19])[F:18])[CH:3]=1.[CH:21](=O)[C:22]1[CH:27]=[CH:26][CH:25]=[CH:24][CH:23]=1.C1(C)C=CC(S(O)(=O)=O)=CC=1, predict the reaction product. The product is: [CH:21](=[N:1][C:2]1[C:7]2[N:8]([C:11]3[CH:16]=[CH:15][CH:14]=[CH:13][CH:12]=3)[CH:9]=[N:10][C:6]=2[CH:5]=[C:4]([C:17]([F:20])([F:19])[F:18])[CH:3]=1)[C:22]1[CH:27]=[CH:26][CH:25]=[CH:24][CH:23]=1. (9) The product is: [Cl:1][C:2]1[N:7]=[C:6]([N:18]([CH2:19][C:20]2([C:23]([O:25][CH3:26])=[O:24])[CH2:22][CH2:21]2)[C@@H:15]2[CH2:16][CH2:17][C:13]([F:12])([F:27])[CH2:14]2)[C:5]([N+:9]([O-:11])=[O:10])=[CH:4][N:3]=1. Given the reactants [Cl:1][C:2]1[N:7]=[C:6](Cl)[C:5]([N+:9]([O-:11])=[O:10])=[CH:4][N:3]=1.[F:12][C:13]1([F:27])[CH2:17][CH2:16][C@@H:15]([NH:18][CH2:19][C:20]2([C:23]([O:25][CH3:26])=[O:24])[CH2:22][CH2:21]2)[CH2:14]1.C(=O)(O)[O-].[Na+], predict the reaction product. (10) Given the reactants [CH2:1]([CH:8]1[O:12][C:11](=[O:13])[CH:10]=[C:9]1[OH:14])[C:2]1[CH:7]=[CH:6][CH:5]=[CH:4][CH:3]=1.[NH:15]1[C:23]2[C:18](=[CH:19][CH:20]=[CH:21][CH:22]=2)[C:17]([CH2:24][CH2:25][NH:26][C:27](=[O:29])[CH3:28])=[CH:16]1, predict the reaction product. The product is: [CH2:1]([CH:8]1[O:12][C:11](=[O:13])[C:10]([CH:8]([C:16]2[NH:15][C:23]3[C:18]([C:17]=2[CH2:24][CH2:25][NH:26][C:27](=[O:29])[CH3:28])=[CH:19][CH:20]=[CH:21][CH:22]=3)[CH2:1][CH:2]([CH3:7])[CH3:3])=[C:9]1[OH:14])[C:2]1[CH:3]=[CH:4][CH:5]=[CH:6][CH:7]=1.